Dataset: Forward reaction prediction with 1.9M reactions from USPTO patents (1976-2016). Task: Predict the product of the given reaction. (1) Given the reactants C(OC([NH:8][CH2:9][C:10]([NH:13][CH2:14][C:15]([O-:17])=O)([CH3:12])[CH3:11])=O)(C)(C)C.Cl.C(N(CC)CC)C.C(#N)C.C[OH:30], predict the reaction product. The product is: [CH3:12][C:10]1([CH3:11])[CH2:9][NH:8][C:15](=[O:17])[C:14](=[O:30])[NH:13]1. (2) Given the reactants [CH3:1][Mg+].[Br-].[Cl:4][C:5]1[CH:27]=[C:26]([CH3:28])[C:8]([O:9][C:10]2[N:18]=[C:17]([CH3:19])[CH:16]=[C:15]([NH:20][CH:21]([CH:24]=[O:25])[CH2:22][CH3:23])[C:11]=2[C:12]([NH2:14])=[O:13])=[C:7]([CH3:29])[CH:6]=1, predict the reaction product. The product is: [Cl:4][C:5]1[CH:6]=[C:7]([CH3:29])[C:8]([O:9][C:10]2[N:18]=[C:17]([CH3:19])[CH:16]=[C:15]([NH:20][CH:21]([CH2:22][CH3:23])[CH:24]([OH:25])[CH3:1])[C:11]=2[C:12]([NH2:14])=[O:13])=[C:26]([CH3:28])[CH:27]=1. (3) Given the reactants Br[C:2]1[CH:3]=[CH:4][C:5](=[O:8])[NH:6][CH:7]=1.[CH2:9](I)[CH3:10].[F:12][C:13]1[CH:18]=[CH:17][C:16]([C@:19]2([CH2:43][C:44]([OH:47])([CH3:46])[CH3:45])[O:24][C:23](=[O:25])[N:22]([C@H:26]([C:28]3[CH:33]=[CH:32][C:31](B4OC(C)(C)C(C)(C)O4)=[CH:30][CH:29]=3)[CH3:27])[CH2:21][CH2:20]2)=[CH:15][CH:14]=1, predict the reaction product. The product is: [CH2:9]([N:6]1[C:5](=[O:8])[CH:4]=[CH:3][C:2]([C:31]2[CH:30]=[CH:29][C:28]([C@@H:26]([N:22]3[CH2:21][CH2:20][C@@:19]([C:16]4[CH:17]=[CH:18][C:13]([F:12])=[CH:14][CH:15]=4)([CH2:43][C:44]([OH:47])([CH3:45])[CH3:46])[O:24][C:23]3=[O:25])[CH3:27])=[CH:33][CH:32]=2)=[CH:7]1)[CH3:10].